The task is: Predict the reactants needed to synthesize the given product.. This data is from Full USPTO retrosynthesis dataset with 1.9M reactions from patents (1976-2016). (1) Given the product [OH:36][C@H:34]([C@@H:32]1[CH2:31][O:30][C:29]([C:27]2[NH:28][C:24]([C:9]3[CH:8]=[C:7]([CH:12]=[C:11]([O:13][C:14]4[CH:19]=[N:18][C:17]([S:20]([CH3:23])(=[O:22])=[O:21])=[CH:16][N:15]=4)[CH:10]=3)[O:6][C@@H:4]([CH3:5])[CH2:3][OH:2])=[CH:25][CH:26]=2)=[N:33]1)[CH3:35], predict the reactants needed to synthesize it. The reactants are: C[O:2][CH2:3][C@@H:4]([O:6][C:7]1[CH:8]=[C:9]([C:24]2[NH:28][C:27]([C:29]3[O:30][CH2:31][C@@H:32]([C@@H:34]([OH:36])[CH3:35])[N:33]=3)=[CH:26][CH:25]=2)[CH:10]=[C:11]([O:13][C:14]2[CH:19]=[N:18][C:17]([S:20]([CH3:23])(=[O:22])=[O:21])=[CH:16][N:15]=2)[CH:12]=1)[CH3:5].B(Br)(Br)Br.[OH-].[Na+]. (2) The reactants are: [N-:1]=[N+:2]=[N-:3].[Na+].Br[CH:6]1[CH2:12][N:11]([C:13]([O:15][C:16]([CH3:19])([CH3:18])[CH3:17])=[O:14])[CH:10]([C:20]2[CH:25]=[CH:24][CH:23]=[CH:22][CH:21]=2)[CH2:9][N:8]([CH2:26][CH:27]2[CH2:29][CH2:28]2)[C:7]1=[O:30].O. Given the product [C:16]([O:15][C:13]([N:11]1[CH2:12][C@@H:6]([N:1]=[N+:2]=[N-:3])[C:7](=[O:30])[N:8]([CH2:26][CH:27]2[CH2:29][CH2:28]2)[CH2:9][C@@H:10]1[C:20]1[CH:21]=[CH:22][CH:23]=[CH:24][CH:25]=1)=[O:14])([CH3:19])([CH3:17])[CH3:18], predict the reactants needed to synthesize it. (3) Given the product [C:1]12([C:11]3[CH:12]=[C:13]([C:29]4[CH:30]=[C:31]([CH:32]=[CH:33][CH:34]=4)[CH:35]=[O:36])[CH:14]=[C:15]([C:21](=[O:28])[C:22]4[CH:27]=[CH:26][CH:25]=[CH:24][CH:23]=4)[C:16]=3[OH:17])[CH2:10][CH:5]3[CH2:4][CH:3]([CH2:9][CH:7]([CH2:6]3)[CH2:8]1)[CH2:2]2, predict the reactants needed to synthesize it. The reactants are: [C:1]12([C:11]3[CH:12]=[C:13]([C:29]4[CH:34]=[CH:33][CH:32]=[C:31]([CH:35]=[O:36])[CH:30]=4)[CH:14]=[C:15]([C:21](=[O:28])[C:22]4[CH:27]=[CH:26][CH:25]=[CH:24][CH:23]=4)[C:16]=3[O:17]COC)[CH2:10][CH:5]3[CH2:6][CH:7]([CH2:9][CH:3]([CH2:4]3)[CH2:2]1)[CH2:8]2.S(=O)(=O)(O)O.C(=O)(O)[O-].[Na+]. (4) Given the product [Si:1]([O:8][C@H:9]1[CH2:13][C@H:12]([O:14][C:15]2[CH:20]=[C:19]([NH:25][C@@H:26]3[C:34]4[C:29](=[CH:30][C:31]([Cl:35])=[CH:32][CH:33]=4)[CH2:28][C@@H:27]3[O:36][CH3:37])[N:18]=[CH:17][N:16]=2)[CH2:11][C@H:10]1[CH2:22][OH:23])([C:4]([CH3:6])([CH3:7])[CH3:5])([CH3:2])[CH3:3], predict the reactants needed to synthesize it. The reactants are: [Si:1]([O:8][C@H:9]1[CH2:13][C@H:12]([O:14][C:15]2[CH:20]=[C:19](Cl)[N:18]=[CH:17][N:16]=2)[CH2:11][C@H:10]1[CH2:22][OH:23])([C:4]([CH3:7])([CH3:6])[CH3:5])([CH3:3])[CH3:2].Cl[NH:25][CH:26]1[C:34]2[C:29](=[CH:30][C:31]([Cl:35])=[CH:32][CH:33]=2)[CH2:28][CH:27]1[O:36][CH3:37].C(O)CCC.C(N(CC)CC)C. (5) The reactants are: CS(O[CH2:6][C:7]1[CH:12]=[CH:11][C:10](/[CH:13]=[CH:14]/[C:15](=[O:30])[NH:16][C:17]2[CH:22]=[CH:21][C:20]([C:23]3[CH:28]=[CH:27][C:26]([Cl:29])=[CH:25][CH:24]=3)=[CH:19][CH:18]=2)=[CH:9][CH:8]=1)(=O)=O.[CH3:31][NH:32][CH:33]1[CH2:38][CH2:37][CH:36]([CH3:39])[CH2:35][CH2:34]1.C(N(CC)CC)C. Given the product [Cl:29][C:26]1[CH:25]=[CH:24][C:23]([C:20]2[CH:19]=[CH:18][C:17]([NH:16][C:15](=[O:30])/[CH:14]=[CH:13]/[C:10]3[CH:11]=[CH:12][C:7]([CH2:6][N:32]([CH3:31])[CH:33]4[CH2:38][CH2:37][CH:36]([CH3:39])[CH2:35][CH2:34]4)=[CH:8][CH:9]=3)=[CH:22][CH:21]=2)=[CH:28][CH:27]=1, predict the reactants needed to synthesize it. (6) Given the product [CH:1]1([S:6]([C:7]2[CH:12]=[CH:11][C:10]([N+:13]([O-:15])=[O:14])=[CH:9][CH:8]=2)(=[O:16])=[O:22])[CH2:2][CH2:3][CH2:4][CH2:5]1, predict the reactants needed to synthesize it. The reactants are: [CH:1]1([S:6][C:7]2[CH:12]=[CH:11][C:10]([N+:13]([O-:15])=[O:14])=[CH:9][CH:8]=2)[CH2:5][CH2:4][CH2:3][CH2:2]1.[OH:16]OS([O-])=O.[K+].[OH2:22].